Dataset: Full USPTO retrosynthesis dataset with 1.9M reactions from patents (1976-2016). Task: Predict the reactants needed to synthesize the given product. (1) Given the product [CH3:21][O:22][C:23]1[CH:24]=[C:25]2[C:26](=[CH:27][C:28]=1[O:29][CH3:30])[CH2:14][N:1]1[CH2:2][CH2:3][C:4]3[C:12]4[C:7](=[CH:8][CH:9]=[CH:10][CH:11]=4)[NH:6][C:5]=3[C@@H:32]1[CH2:31]2, predict the reactants needed to synthesize it. The reactants are: [NH2:1][CH2:2][CH2:3][C:4]1[C:12]2[C:7](=[CH:8][CH:9]=[CH:10][CH:11]=2)[NH:6][CH:5]=1.S1C=CC=[C:14]1CCN.[CH3:21][O:22][C:23]1[CH:24]=[C:25]([CH2:31][C:32](O)=O)[CH:26]=[CH:27][C:28]=1[O:29][CH3:30].COC1C=CC(OC)=CC=1CC(O)=O. (2) The reactants are: [C:1]([C:3]1[C:4]([CH2:17][C:18]2[CH:23]=[CH:22][C:21]([Cl:24])=[C:20]([Cl:25])[CH:19]=2)=[C:5]([C:14](O)=[O:15])[S:6][C:7]=1[N:8]1[CH2:13][CH2:12][O:11][CH2:10][CH2:9]1)#[N:2].[CH3:26][S:27]([NH2:30])(=[O:29])=[O:28].Cl.CN(C)CCCN=C=NCC. Given the product [C:1]([C:3]1[C:4]([CH2:17][C:18]2[CH:23]=[CH:22][C:21]([Cl:24])=[C:20]([Cl:25])[CH:19]=2)=[C:5]([C:14]([NH:30][S:27]([CH3:26])(=[O:29])=[O:28])=[O:15])[S:6][C:7]=1[N:8]1[CH2:13][CH2:12][O:11][CH2:10][CH2:9]1)#[N:2], predict the reactants needed to synthesize it. (3) Given the product [C:1]([O:5][C:6]([N:8]1[CH2:13][CH2:12][N:11]([C:14]2[CH:19]=[CH:18][C:17]([NH:20][C:39]([NH:38][C:28]3[N:29]([C:31]4[CH:36]=[CH:35][C:34]([CH3:37])=[CH:33][CH:32]=4)[N:30]=[C:26]([C:22]([CH3:25])([CH3:24])[CH3:23])[CH:27]=3)=[O:40])=[C:16]([CH3:21])[N:15]=2)[CH2:10][CH2:9]1)=[O:7])([CH3:4])([CH3:3])[CH3:2], predict the reactants needed to synthesize it. The reactants are: [C:1]([O:5][C:6]([N:8]1[CH2:13][CH2:12][N:11]([C:14]2[CH:19]=[CH:18][C:17]([NH2:20])=[C:16]([CH3:21])[N:15]=2)[CH2:10][CH2:9]1)=[O:7])([CH3:4])([CH3:3])[CH3:2].[C:22]([C:26]1[CH:27]=[C:28]([NH:38][C:39](=O)[O:40]CC(Cl)(Cl)Cl)[N:29]([C:31]2[CH:36]=[CH:35][C:34]([CH3:37])=[CH:33][CH:32]=2)[N:30]=1)([CH3:25])([CH3:24])[CH3:23].CCN(C(C)C)C(C)C.C(OCC)C. (4) The reactants are: [CH3:1][N:2]([CH3:31])[C:3]1([C:25]2[CH:30]=[CH:29][CH:28]=[CH:27][CH:26]=2)[CH2:8][CH2:7][CH:6]([NH:9][C:10]([NH:12][CH2:13][CH2:14][C:15]2[C:23]3[C:18](=[CH:19][CH:20]=[C:21]([F:24])[CH:22]=3)[NH:17][CH:16]=2)=[O:11])[CH2:5][CH2:4]1.C[Si](C)(C)[Cl:34]. Given the product [ClH:34].[CH3:31][N:2]([CH3:1])[C:3]1([C:25]2[CH:30]=[CH:29][CH:28]=[CH:27][CH:26]=2)[CH2:4][CH2:5][CH:6]([NH:9][C:10]([NH:12][CH2:13][CH2:14][C:15]2[C:23]3[C:18](=[CH:19][CH:20]=[C:21]([F:24])[CH:22]=3)[NH:17][CH:16]=2)=[O:11])[CH2:7][CH2:8]1.[CH3:31][N:2]([CH3:1])[C:3]1([C:25]2[CH:30]=[CH:29][CH:28]=[CH:27][CH:26]=2)[CH2:4][CH2:5][CH:6]([NH:9][C:10]([NH:12][CH2:13][CH2:14][C:15]2[C:23]3[C:18](=[CH:19][CH:20]=[C:21]([F:24])[CH:22]=3)[NH:17][CH:16]=2)=[O:11])[CH2:7][CH2:8]1, predict the reactants needed to synthesize it. (5) Given the product [F:11][C:10]1[CH:9]=[C:8]2[C:4]([CH:5]=[N:6][NH:7]2)=[CH:3][C:2]=1[C:17]([OH:19])=[O:18], predict the reactants needed to synthesize it. The reactants are: Br[C:2]1[CH:3]=[C:4]2[C:8](=[CH:9][C:10]=1[F:11])[NH:7][N:6]=[CH:5]2.C([Li])(C)(C)C.[C:17](=[O:19])=[O:18]. (6) Given the product [C:3]([C:6]1[N:11]=[C:10]([C:12]2[CH:17]=[CH:16][C:15]([C:18]3[CH:23]=[CH:22][C:21]([CH2:24][C:25]([NH:27][C@@H:28]([CH:33]([CH3:34])[CH3:35])[C:29]([OH:31])=[O:30])=[O:26])=[CH:20][C:19]=3[Cl:36])=[CH:14][CH:13]=2)[C:9]([CH3:37])=[N:8][C:7]=1[CH3:38])(=[O:5])[NH2:4], predict the reactants needed to synthesize it. The reactants are: [OH-].[K+].[C:3]([C:6]1[N:11]=[C:10]([C:12]2[CH:17]=[CH:16][C:15]([C:18]3[CH:23]=[CH:22][C:21]([CH2:24][C:25]([NH:27][C@@H:28]([CH:33]([CH3:35])[CH3:34])[C:29]([O:31]C)=[O:30])=[O:26])=[CH:20][C:19]=3[Cl:36])=[CH:14][CH:13]=2)[C:9]([CH3:37])=[N:8][C:7]=1[CH3:38])(=[O:5])[NH2:4]. (7) Given the product [NH2:13][C:9]1[C:10]2[C:5](=[CH:4][C:3]([CH2:2][NH:1][C:55]([C:47]3[CH:51]=[C:50]([CH3:52])[N:49]([CH2:53][C:54]4[CH:23]=[CH:24][C:25]([CH2:41][N:39]5[CH:40]=[C:3]([CH3:12])[CH:2]=[N:1]5)=[CH:26][CH:27]=4)[C:46]=3[CH3:48])=[O:56])=[CH:12][CH:11]=2)[CH:6]=[CH:7][N:8]=1, predict the reactants needed to synthesize it. The reactants are: [NH2:1][CH2:2][C:3]1[CH:4]=[C:5]2[C:10](=[CH:11][CH:12]=1)[C:9]([NH2:13])=[N:8][CH:7]=[CH:6]2.CN(C(ON1N=N[C:24]2[CH:25]=[CH:26][CH:27]=N[C:23]1=2)=[N+](C)C)C.F[P-](F)(F)(F)(F)F.C[N:39]([CH:41]=O)[CH3:40].C(Cl)Cl.[CH:46]([N:49]([CH2:53][CH3:54])[CH:50]([CH3:52])[CH3:51])([CH3:48])[CH3:47].[CH3:55][OH:56]. (8) Given the product [Cl:20][C:14]1[CH:15]=[C:16]([Cl:19])[CH:17]=[CH:18][C:13]=1[C:9]1[N:4]2[N:5]=[C:6]([CH3:8])[CH:7]=[C:2]([NH:28][CH:24]([CH2:25][O:26][CH3:27])[CH2:23][O:22][CH3:21])[C:3]2=[CH:11][C:10]=1[CH3:12], predict the reactants needed to synthesize it. The reactants are: Br[C:2]1[C:3]2[N:4]([C:9]([C:13]3[CH:18]=[CH:17][C:16]([Cl:19])=[CH:15][C:14]=3[Cl:20])=[C:10]([CH3:12])[CH:11]=2)[N:5]=[C:6]([CH3:8])[CH:7]=1.[CH3:21][O:22][CH2:23][CH:24]([NH2:28])[CH2:25][O:26][CH3:27].C1(P(C2CCCCC2)C2C=CC=CC=2C2C(N(C)C)=CC=CC=2)CCCCC1.C([O-])([O-])=O.[Cs+].[Cs+].